Predict the reactants needed to synthesize the given product. From a dataset of Full USPTO retrosynthesis dataset with 1.9M reactions from patents (1976-2016). Given the product [Br:8][C:5]1[N:6]=[CH:7][C:2]2[N:3]([CH:15]=[C:14]([C:13]3[CH:18]=[CH:19][C:10]([Cl:9])=[CH:11][CH:12]=3)[N:1]=2)[CH:4]=1, predict the reactants needed to synthesize it. The reactants are: [NH2:1][C:2]1[CH:7]=[N:6][C:5]([Br:8])=[CH:4][N:3]=1.[Cl:9][C:10]1[CH:19]=[CH:18][C:13]([C:14](=O)[CH2:15]Br)=[CH:12][CH:11]=1.[OH-].[Na+].